Task: Predict which catalyst facilitates the given reaction.. Dataset: Catalyst prediction with 721,799 reactions and 888 catalyst types from USPTO (1) Reactant: [Br:1][C:2]1[CH:3]=[CH:4][C:5]([Cl:10])=[C:6]([CH:9]=1)[CH2:7][OH:8].N1C=CC=CC=1.[C:17](Cl)(=[O:24])[C:18]1[CH:23]=[CH:22][CH:21]=[CH:20][CH:19]=1.Cl. Product: [C:17]([O:8][CH2:7][C:6]1[CH:9]=[C:2]([Br:1])[CH:3]=[CH:4][C:5]=1[Cl:10])(=[O:24])[C:18]1[CH:23]=[CH:22][CH:21]=[CH:20][CH:19]=1. The catalyst class is: 22. (2) Reactant: [NH2:1][C:2]1[N:7]=[C:6]([N:8]2[C:16]3[C:11](=[CH:12][CH:13]=[C:14]([I:17])[CH:15]=3)[C:10]([C:18]([OH:20])=O)=[N:9]2)[CH:5]=[CH:4][N:3]=1.CN(C(ON1N=NC2C=CC=NC1=2)=[N+](C)C)C.F[P-](F)(F)(F)(F)F.Cl.[NH:46]1[CH2:49][CH:48]([OH:50])[CH2:47]1.C(N(CC)CC)C. Product: [NH2:1][C:2]1[N:7]=[C:6]([N:8]2[C:16]3[C:11](=[CH:12][CH:13]=[C:14]([I:17])[CH:15]=3)[C:10]([C:18]([N:46]3[CH2:49][CH:48]([OH:50])[CH2:47]3)=[O:20])=[N:9]2)[CH:5]=[CH:4][N:3]=1. The catalyst class is: 173.